From a dataset of Peptide-MHC class I binding affinity with 185,985 pairs from IEDB/IMGT. Regression. Given a peptide amino acid sequence and an MHC pseudo amino acid sequence, predict their binding affinity value. This is MHC class I binding data. (1) The peptide sequence is HLAAQGMAY. The MHC is HLA-A02:01 with pseudo-sequence HLA-A02:01. The binding affinity (normalized) is 0. (2) The peptide sequence is SSPILSITI. The MHC is H-2-Db with pseudo-sequence H-2-Db. The binding affinity (normalized) is 0.554. (3) The binding affinity (normalized) is 0.0847. The peptide sequence is KMARLGKGY. The MHC is HLA-A02:01 with pseudo-sequence HLA-A02:01. (4) The peptide sequence is FLYDRLAST. The MHC is HLA-B15:17 with pseudo-sequence HLA-B15:17. The binding affinity (normalized) is 0.0847. (5) The peptide sequence is HPRVSSEVHI. The MHC is HLA-B40:01 with pseudo-sequence HLA-B40:01. The binding affinity (normalized) is 0.125. (6) The peptide sequence is YSPGKYAPL. The MHC is H-2-Db with pseudo-sequence H-2-Db. The binding affinity (normalized) is 0.506. (7) The peptide sequence is GTVPTDNPF. The MHC is HLA-A26:01 with pseudo-sequence HLA-A26:01. The binding affinity (normalized) is 0.0847.